From a dataset of Reaction yield outcomes from USPTO patents with 853,638 reactions. Predict the reaction yield, written as a fraction of the theoretical maximum amount of product (1.0 means a 100% yield; for example, 0.34 means a 34% yield). The reactants are [Cl:1][C:2]1[CH:3]=[CH:4][C:5]([F:16])=[C:6]([C:8]2[CH:13]=[C:12]([O:14]C)[N:11]=[CH:10][N:9]=2)[CH:7]=1.Br. The yield is 0.365. The product is [Cl:1][C:2]1[CH:3]=[CH:4][C:5]([F:16])=[C:6]([C:8]2[N:9]=[CH:10][N:11]=[C:12]([OH:14])[CH:13]=2)[CH:7]=1. The catalyst is CC(O)=O.